Dataset: CYP2C9 inhibition data for predicting drug metabolism from PubChem BioAssay. Task: Regression/Classification. Given a drug SMILES string, predict its absorption, distribution, metabolism, or excretion properties. Task type varies by dataset: regression for continuous measurements (e.g., permeability, clearance, half-life) or binary classification for categorical outcomes (e.g., BBB penetration, CYP inhibition). Dataset: cyp2c9_veith. (1) The molecule is NC(N)=Nc1ccc(-c2ccc(N=C(N)N)cc2)cc1.O=S(=O)(O)O. The result is 0 (non-inhibitor). (2) The compound is C#CCCCC(=O)Nc1ccccc1. The result is 0 (non-inhibitor).